Dataset: Merck oncology drug combination screen with 23,052 pairs across 39 cell lines. Task: Regression. Given two drug SMILES strings and cell line genomic features, predict the synergy score measuring deviation from expected non-interaction effect. (1) Synergy scores: synergy=83.5. Cell line: SW837. Drug 2: Cc1nc(Nc2ncc(C(=O)Nc3c(C)cccc3Cl)s2)cc(N2CCN(CCO)CC2)n1. Drug 1: CS(=O)(=O)CCNCc1ccc(-c2ccc3ncnc(Nc4ccc(OCc5cccc(F)c5)c(Cl)c4)c3c2)o1. (2) Drug 1: CCN(CC)CCNC(=O)c1c(C)[nH]c(C=C2C(=O)Nc3ccc(F)cc32)c1C. Drug 2: NC1(c2ccc(-c3nc4ccn5c(=O)[nH]nc5c4cc3-c3ccccc3)cc2)CCC1. Cell line: RPMI7951. Synergy scores: synergy=10.3. (3) Drug 1: CC(C)CC(NC(=O)C(Cc1ccccc1)NC(=O)c1cnccn1)B(O)O. Drug 2: CCC1(O)C(=O)OCc2c1cc1n(c2=O)Cc2cc3c(CN(C)C)c(O)ccc3nc2-1. Cell line: SW837. Synergy scores: synergy=5.69. (4) Drug 1: O=C(O)C1(Cc2cccc(Nc3nccs3)n2)CCC(Oc2cccc(Cl)c2F)CC1. Drug 2: NC1(c2ccc(-c3nc4ccn5c(=O)[nH]nc5c4cc3-c3ccccc3)cc2)CCC1. Cell line: COLO320DM. Synergy scores: synergy=14.4. (5) Drug 1: COc1cc(C2c3cc4c(cc3C(OC3OC5COC(C)OC5C(O)C3O)C3COC(=O)C23)OCO4)cc(OC)c1O. Drug 2: O=C(O)C1(Cc2cccc(Nc3nccs3)n2)CCC(Oc2cccc(Cl)c2F)CC1. Cell line: PA1. Synergy scores: synergy=-5.72. (6) Drug 1: Cc1nc(Nc2ncc(C(=O)Nc3c(C)cccc3Cl)s2)cc(N2CCN(CCO)CC2)n1. Drug 2: COC1=C2CC(C)CC(OC)C(O)C(C)C=C(C)C(OC(N)=O)C(OC)C=CC=C(C)C(=O)NC(=CC1=O)C2=O. Cell line: HT144. Synergy scores: synergy=-55.1. (7) Drug 1: O=S1(=O)NC2(CN1CC(F)(F)F)C1CCC2Cc2cc(C=CCN3CCC(C(F)(F)F)CC3)ccc2C1. Drug 2: CCC1(O)CC2CN(CCc3c([nH]c4ccccc34)C(C(=O)OC)(c3cc4c(cc3OC)N(C)C3C(O)(C(=O)OC)C(OC(C)=O)C5(CC)C=CCN6CCC43C65)C2)C1. Cell line: CAOV3. Synergy scores: synergy=-11.7. (8) Drug 1: COC12C(COC(N)=O)C3=C(C(=O)C(C)=C(N)C3=O)N1CC1NC12. Drug 2: C=CCn1c(=O)c2cnc(Nc3ccc(N4CCN(C)CC4)cc3)nc2n1-c1cccc(C(C)(C)O)n1. Cell line: A375. Synergy scores: synergy=18.8. (9) Drug 1: O=S1(=O)NC2(CN1CC(F)(F)F)C1CCC2Cc2cc(C=CCN3CCC(C(F)(F)F)CC3)ccc2C1. Drug 2: COc1cccc2c1C(=O)c1c(O)c3c(c(O)c1C2=O)CC(O)(C(=O)CO)CC3OC1CC(N)C(O)C(C)O1. Cell line: HT29. Synergy scores: synergy=-5.29.